From a dataset of Forward reaction prediction with 1.9M reactions from USPTO patents (1976-2016). Predict the product of the given reaction. (1) Given the reactants [Cl:1][C:2]1[N:7]=[C:6]([C:8]([OH:10])=O)[CH:5]=[CH:4][N:3]=1.C[CH2:12][N:13](C(C)C)C(C)C.C1CN([P+](ON2N=NC3C=CC=CC2=3)(N2CCCC2)N2CCCC2)CC1.F[P-](F)(F)(F)(F)F.CN.C1COCC1, predict the reaction product. The product is: [Cl:1][C:2]1[N:7]=[C:6]([C:8]([NH:13][CH3:12])=[O:10])[CH:5]=[CH:4][N:3]=1. (2) Given the reactants [OH:1][C:2]1[CH:18]=[CH:17][C:5]([C:6]2[CH2:7][O:8][C:9]3[C:14]([CH:15]=2)=[CH:13][CH:12]=[C:11](O)[CH:10]=3)=[CH:4][CH:3]=1.[NH2:19][C:20]1[CH:25]=[CH:24][CH:23]=[C:22]([CH3:26])[CH:21]=1.[CH2:27]=[O:28].[CH2:29](O)C, predict the reaction product. The product is: [C:22]1([CH3:26])[CH:23]=[CH:24][CH:25]=[C:20]([N:19]2[CH2:29][C:12]3[CH:13]=[C:14]4[C:9](=[CH:10][C:11]=3[O:28][CH2:27]2)[O:8][CH2:7][C:6]([C:5]2[CH:17]=[CH:18][C:2]([OH:1])=[CH:3][CH:4]=2)=[CH:15]4)[CH:21]=1. (3) Given the reactants Cl.C(OCC)(=[O:4])C.[Cl:8][C:9]1[CH:28]=[CH:27][C:12]2[O:13][C:14]3[CH:26]=[CH:25][CH:24]=[CH:23][C:15]=3[C@H:16]3[CH2:20][N:19]([CH3:21])[C:18](=[O:22])[C@@H:17]3[C:11]=2[CH:10]=1, predict the reaction product. The product is: [ClH:8].[Cl:8][C:9]1[CH:28]=[CH:27][C:12]2[O:13][C:14]3[CH:26]=[CH:25][CH:24]=[CH:23][C:15]=3[C@@H:16]([CH2:20][NH:19][CH3:21])[C@H:17]([C:18]([OH:22])=[O:4])[C:11]=2[CH:10]=1.